Dataset: Reaction yield outcomes from USPTO patents with 853,638 reactions. Task: Predict the reaction yield, written as a fraction of the theoretical maximum amount of product (1.0 means a 100% yield; for example, 0.34 means a 34% yield). (1) The reactants are FC1C=CC=CC=1NC(=O)NC1C=CC(C2SC(C3CCC(CC(O)=O)CC3)=NC=2)=CC=1.[F:33][C:34]1[CH:39]=[C:38]([F:40])[CH:37]=[CH:36][C:35]=1[NH:41][C:42](=[O:70])[NH:43][C:44]1[CH:49]=[CH:48][C:47]([C:50]2[S:54][C:53]([CH:55]3[CH2:60][CH2:59][N:58]([CH:61]([CH3:69])[C:62]([O:64]C(C)(C)C)=[O:63])[CH2:57][CH2:56]3)=[N:52][CH:51]=2)=[CH:46][CH:45]=1.FC(F)(F)C(O)=O. No catalyst specified. The product is [F:33][C:34]1[CH:39]=[C:38]([F:40])[CH:37]=[CH:36][C:35]=1[NH:41][C:42](=[O:70])[NH:43][C:44]1[CH:45]=[CH:46][C:47]([C:50]2[S:54][C:53]([CH:55]3[CH2:56][CH2:57][N:58]([CH:61]([CH3:69])[C:62]([OH:64])=[O:63])[CH2:59][CH2:60]3)=[N:52][CH:51]=2)=[CH:48][CH:49]=1. The yield is 0.840. (2) The reactants are [CH2:1]1[O:3][CH:2]1[CH2:4][OH:5].[F:6][C:7]([F:14])([F:13])[C:8]([F:12])=[C:9](F)[F:10]. No catalyst specified. The product is [F:12][C:8]([C:7]([F:14])([F:13])[F:6])=[C:9]([F:10])[O:5][CH2:4][CH:2]1[CH2:1][O:3]1. The yield is 0.590. (3) The catalyst is C1COCC1.O. The reactants are [NH2:1][C:2]1[CH:27]=[CH:26][C:5]([C:6]([NH:8][C:9]2[S:13][C:12]([NH:14][C:15]3[CH:20]=[CH:19][C:18]([O:21][CH3:22])=[CH:17][CH:16]=3)=[N:11][C:10]=2[C:23]([NH2:25])=[O:24])=[O:7])=[CH:4][CH:3]=1.C(N(CC)CC)C.C([O:38][CH2:39][C:40](Cl)=[O:41])(=O)C.C([O-])([O-])=O.[K+].[K+]. The product is [OH:41][CH2:40][C:39]([NH:1][C:2]1[CH:3]=[CH:4][C:5]([C:6]([NH:8][C:9]2[S:13][C:12]([NH:14][C:15]3[CH:20]=[CH:19][C:18]([O:21][CH3:22])=[CH:17][CH:16]=3)=[N:11][C:10]=2[C:23]([NH2:25])=[O:24])=[O:7])=[CH:26][CH:27]=1)=[O:38]. The yield is 0.0900. (4) The reactants are [OH-].[K+].C(=O)(OC)[O:4][C:5]1[CH:10]=[C:9]([N+:11]([O-:13])=[O:12])[C:8]([C:14]([CH3:17])([CH3:16])[CH3:15])=[CH:7][C:6]=1[Cl:18].Cl. The catalyst is CO. The product is [C:14]([C:8]1[C:9]([N+:11]([O-:13])=[O:12])=[CH:10][C:5]([OH:4])=[C:6]([Cl:18])[CH:7]=1)([CH3:17])([CH3:15])[CH3:16]. The yield is 0.680. (5) The reactants are [C:1]([NH2:5])([CH3:4])([CH3:3])[CH3:2].[Cl:6][CH2:7][CH2:8][CH2:9][S:10](Cl)(=[O:12])=[O:11]. The catalyst is C1COCC1. The product is [C:1]([NH:5][S:10]([CH2:9][CH2:8][CH2:7][Cl:6])(=[O:12])=[O:11])([CH3:4])([CH3:3])[CH3:2]. The yield is 0.990. (6) The reactants are Br[CH:2]([CH3:11])[C:3]([C:5]1[CH:10]=[CH:9][CH:8]=[CH:7][CH:6]=1)=O.[NH2:12][C:13]([NH2:15])=[S:14]. The catalyst is CCO. The product is [CH3:11][C:2]1[S:14][C:13]([NH2:15])=[N:12][C:3]=1[C:5]1[CH:10]=[CH:9][CH:8]=[CH:7][CH:6]=1. The yield is 0.770.